This data is from Full USPTO retrosynthesis dataset with 1.9M reactions from patents (1976-2016). The task is: Predict the reactants needed to synthesize the given product. (1) Given the product [F:1][C:2]([F:7])([F:6])[C:3]([OH:5])=[O:4].[CH:8]1([N:14]2[CH2:15][CH2:16][CH:17]([C:20]3[CH:25]=[CH:24][C:23]([C:26]4[S:30][C:29]5=[N:31][C:34]([C:36]6[CH:46]=[CH:45][C:39]([C:40]([O:42][CH2:43][CH3:44])=[O:41])=[CH:38][CH:37]=6)=[CH:33][N:28]5[N:27]=4)=[CH:22][CH:21]=3)[CH2:18][CH2:19]2)[CH2:9][CH2:10][CH2:11][CH2:12][CH2:13]1, predict the reactants needed to synthesize it. The reactants are: [F:1][C:2]([F:7])([F:6])[C:3]([OH:5])=[O:4].[CH:8]1([N:14]2[CH2:19][CH2:18][CH:17]([C:20]3[CH:25]=[CH:24][C:23]([C:26]4[S:30][C:29]([NH2:31])=[N:28][N:27]=4)=[CH:22][CH:21]=3)[CH2:16][CH2:15]2)[CH2:13][CH2:12][CH2:11][CH2:10][CH2:9]1.Br[CH2:33][C:34]([C:36]1[CH:46]=[CH:45][C:39]([C:40]([O:42][CH2:43][CH3:44])=[O:41])=[CH:38][CH:37]=1)=O.C(OC(C)C)(C)C. (2) Given the product [CH3:1][N:2]1[C:11]2[CH:10]=[CH:9][CH:8]=[C:7]3[N:12]([CH2:15][C:16]([O-:18])=[O:17])[C:13](=[O:14])[N:5]([C:6]=23)[CH2:4][C:3]1=[O:20].[Na+:22], predict the reactants needed to synthesize it. The reactants are: [CH3:1][N:2]1[C:11]2[CH:10]=[CH:9][CH:8]=[C:7]3[N:12]([CH2:15][C:16]([O:18]C)=[O:17])[C:13](=[O:14])[N:5]([C:6]=23)[CH2:4][C:3]1=[O:20].[OH-].[Na+:22].Cl. (3) Given the product [CH2:12]([N:19]1[CH2:28][C:29](=[O:31])[CH:21]([C:22]([O:24][CH2:25][CH3:26])=[O:23])[CH:20]1[CH3:27])[C:13]1[CH:18]=[CH:17][CH:16]=[CH:15][CH:14]=1, predict the reactants needed to synthesize it. The reactants are: CC(C)([O-])C.[K+].C1COCC1.[CH2:12]([N:19]([CH2:28][C:29]([O:31]C)=O)[CH:20]([CH3:27])[CH2:21][C:22]([O:24][CH2:25][CH3:26])=[O:23])[C:13]1[CH:18]=[CH:17][CH:16]=[CH:15][CH:14]=1.Cl.C(=O)([O-])[O-].[Na+].[Na+]. (4) The reactants are: [I:1]N1C(=O)CCC1=O.[NH2:9][C:10]1[CH:19]=[C:18]([O:20][CH3:21])[CH:17]=[CH:16][C:11]=1[C:12]([O:14][CH3:15])=[O:13]. Given the product [I:1][C:17]1[C:18]([O:20][CH3:21])=[CH:19][C:10]([NH2:9])=[C:11]([CH:16]=1)[C:12]([O:14][CH3:15])=[O:13], predict the reactants needed to synthesize it. (5) The reactants are: [C:1]([O:5][C:6](=[O:13])[NH:7][C@H:8]1[CH2:11][C@H:10]([NH2:12])[CH2:9]1)([CH3:4])([CH3:3])[CH3:2].[Cl:14][C:15]1[C:16]([C:21]([CH3:26])([CH3:25])[C:22](O)=[O:23])=[N:17][CH:18]=[CH:19][N:20]=1.CN(C(ON1N=NC2C=CC=NC1=2)=[N+](C)C)C.F[P-](F)(F)(F)(F)F.C(N(CC)CC)C. Given the product [C:1]([O:5][C:6](=[O:13])[NH:7][C@H:8]1[CH2:11][C@H:10]([NH:12][C:22](=[O:23])[C:21]([C:16]2[C:15]([Cl:14])=[N:20][CH:19]=[CH:18][N:17]=2)([CH3:26])[CH3:25])[CH2:9]1)([CH3:4])([CH3:2])[CH3:3], predict the reactants needed to synthesize it.